This data is from NCI-60 drug combinations with 297,098 pairs across 59 cell lines. The task is: Regression. Given two drug SMILES strings and cell line genomic features, predict the synergy score measuring deviation from expected non-interaction effect. Cell line: SK-MEL-28. Drug 1: CN(CC1=CN=C2C(=N1)C(=NC(=N2)N)N)C3=CC=C(C=C3)C(=O)NC(CCC(=O)O)C(=O)O. Synergy scores: CSS=11.4, Synergy_ZIP=-3.16, Synergy_Bliss=-1.71, Synergy_Loewe=-32.6, Synergy_HSA=-3.01. Drug 2: C1=NNC2=C1C(=O)NC=N2.